Dataset: Full USPTO retrosynthesis dataset with 1.9M reactions from patents (1976-2016). Task: Predict the reactants needed to synthesize the given product. (1) Given the product [Cl:1][C:2]1[NH:6][N:5]=[C:4]([NH:16][C:17]2[CH:18]=[C:19]([Cl:24])[CH:20]=[C:21]([Cl:23])[CH:22]=2)[N:3]=1, predict the reactants needed to synthesize it. The reactants are: [Cl:1][C:2]1[N:3]=[C:4]([NH:16][C:17]2[CH:22]=[C:21]([Cl:23])[CH:20]=[C:19]([Cl:24])[CH:18]=2)[N:5](CC2C=CC(OC)=CC=2)[N:6]=1.C(O)(C(F)(F)F)=O. (2) Given the product [CH2:1]([O:3][C:4](=[O:33])[CH2:5][N:6]([S:46]([N:44]([C:34](=[O:43])[C:35]1[CH:40]=[CH:39][C:38]([O:41][CH3:42])=[CH:37][CH:36]=1)[CH3:45])(=[O:47])=[O:48])[CH2:7][C:8]1[CH:13]=[CH:12][CH:11]=[C:10]([O:14][CH2:15][CH2:16][C:17]2[N:18]=[C:19]([C:23]3[CH:28]=[CH:27][C:26]([C:29]([F:30])([F:32])[F:31])=[CH:25][CH:24]=3)[O:20][C:21]=2[CH3:22])[CH:9]=1)[CH3:2], predict the reactants needed to synthesize it. The reactants are: [CH2:1]([O:3][C:4](=[O:33])[CH2:5][NH:6][CH2:7][C:8]1[CH:13]=[CH:12][CH:11]=[C:10]([O:14][CH2:15][CH2:16][C:17]2[N:18]=[C:19]([C:23]3[CH:28]=[CH:27][C:26]([C:29]([F:32])([F:31])[F:30])=[CH:25][CH:24]=3)[O:20][C:21]=2[CH3:22])[CH:9]=1)[CH3:2].[C:34]([N:44]([S:46](Cl)(=[O:48])=[O:47])[CH3:45])(=[O:43])[C:35]1[CH:40]=[CH:39][C:38]([O:41][CH3:42])=[CH:37][CH:36]=1.C(N(CC)CC)C.